This data is from Reaction yield outcomes from USPTO patents with 853,638 reactions. The task is: Predict the reaction yield, written as a fraction of the theoretical maximum amount of product (1.0 means a 100% yield; for example, 0.34 means a 34% yield). (1) The reactants are C[O:2][C:3]1[CH:35]=[CH:34][C:6]([O:7][C:8]2[N:13]=[C:12]([CH3:14])[C:11]([CH2:15][N:16]3[CH2:21][CH2:20][CH:19]([N:22]4[C@H:26]([C:27]5[CH:32]=[CH:31][CH:30]=[CH:29][CH:28]=5)[CH2:25][NH:24][C:23]4=[O:33])[CH2:18][CH2:17]3)=[CH:10][CH:9]=2)=[CH:5][CH:4]=1.B(Br)(Br)Br.CO. The catalyst is C(Cl)Cl. The product is [OH:2][C:3]1[CH:4]=[CH:5][C:6]([O:7][C:8]2[N:13]=[C:12]([CH3:14])[C:11]([CH2:15][N:16]3[CH2:17][CH2:18][CH:19]([N:22]4[C@H:26]([C:27]5[CH:28]=[CH:29][CH:30]=[CH:31][CH:32]=5)[CH2:25][NH:24][C:23]4=[O:33])[CH2:20][CH2:21]3)=[CH:10][CH:9]=2)=[CH:34][CH:35]=1. The yield is 0.750. (2) The reactants are [CH2:1]([O:3][C@@H:4]([CH2:10][C:11]1[CH:16]=[CH:15][C:14]([O:17][CH2:18][C:19]([N:21]([CH2:30][CH3:31])[CH2:22][C:23]2[CH:28]=[CH:27][CH:26]=[CH:25][C:24]=2[F:29])=[O:20])=[CH:13][CH:12]=1)[C:5]([O:7]CC)=[O:6])[CH3:2].[Li+].[OH-].Cl. The catalyst is C(#N)C. The product is [CH2:1]([O:3][C@@H:4]([CH2:10][C:11]1[CH:16]=[CH:15][C:14]([O:17][CH2:18][C:19]([N:21]([CH2:30][CH3:31])[CH2:22][C:23]2[CH:28]=[CH:27][CH:26]=[CH:25][C:24]=2[F:29])=[O:20])=[CH:13][CH:12]=1)[C:5]([OH:7])=[O:6])[CH3:2]. The yield is 0.950. (3) The reactants are [C:1]([C:4]1[C:5]([F:40])=[C:6]([CH:36]=[CH:37][C:38]=1[F:39])[O:7][CH:8]([C:21]1[O:22][CH:23]=[C:24]([C:26]2[CH:31]=[CH:30][C:29]([C:32]([F:35])([F:34])[F:33])=[CH:28][CH:27]=2)[N:25]=1)[CH2:9][NH:10][C:11](=O)[O:12]CC1C=CC=CC=1)(=[O:3])[NH2:2].[CH2:41](N(CC)CC)C.C(OC(=O)C)(=O)C. The catalyst is CCOC(C)=O. The product is [C:11]([NH:10][CH2:9][CH:8]([C:21]1[O:22][CH:23]=[C:24]([C:26]2[CH:31]=[CH:30][C:29]([C:32]([F:33])([F:34])[F:35])=[CH:28][CH:27]=2)[N:25]=1)[O:7][C:6]1[C:5]([F:40])=[C:4]([C:38]([F:39])=[CH:37][CH:36]=1)[C:1]([NH2:2])=[O:3])(=[O:12])[CH3:41]. The yield is 0.640. (4) The reactants are Br[CH2:2][C:3]1[CH:4]=[C:5]([CH:18]=[C:19]([CH3:21])[CH:20]=1)[O:6][C:7]1[C:12]([CH:13]([CH3:15])[CH3:14])=[C:11]([Cl:16])[N:10]=[C:9]([Cl:17])[N:8]=1.[C:22]([O-:25])(=[O:24])[CH3:23].[Na+]. The catalyst is CN(C=O)C. The product is [Cl:17][C:9]1[N:8]=[C:7]([O:6][C:5]2[CH:4]=[C:3]([CH:20]=[C:19]([CH3:21])[CH:18]=2)[CH2:2][O:25][C:22](=[O:24])[CH3:23])[C:12]([CH:13]([CH3:15])[CH3:14])=[C:11]([Cl:16])[N:10]=1. The yield is 0.730. (5) The reactants are [C:1]([NH:4][C:5]1[CH:18]=[CH:17][C:16]2[C:7](=[C:8]([NH2:19])[C:9]3[C:14]([N:15]=2)=[CH:13][CH:12]=[CH:11][CH:10]=3)[CH:6]=1)(=[O:3])[CH3:2].[S:20]([O:25]C)([O:23][CH3:24])(=[O:22])=[O:21]. The catalyst is [N+](C1C=CC=CC=1)([O-])=O. The product is [S:20]([O-:25])([O-:23])(=[O:22])=[O:21].[C:1]([NH:4][C:5]1[CH:18]=[CH:17][C:16]2[C:7](=[C:8]([NH2:19])[C:9]3[C:14]([N+:15]=2[CH3:24])=[CH:13][CH:12]=[CH:11][CH:10]=3)[CH:6]=1)(=[O:3])[CH3:2].[C:1]([NH:4][C:5]1[CH:18]=[CH:17][C:16]2[C:7](=[C:8]([NH2:19])[C:9]3[C:14]([N+:15]=2[CH3:24])=[CH:13][CH:12]=[CH:11][CH:10]=3)[CH:6]=1)(=[O:3])[CH3:2]. The yield is 0.850. (6) The reactants are Cl[C:2]1[N:3]=[C:4]2[CH:20]=[C:19]([Cl:21])[CH:18]=[N:17][C:5]2=[N:6][C:7]=1[N:8]1[CH2:15][CH:14]2[CH:10]([CH2:11][N:12]([CH3:16])[CH2:13]2)[CH2:9]1.O.[NH2:23][NH2:24]. The catalyst is CCO. The product is [Cl:21][C:19]1[CH:18]=[N:17][C:5]2=[N:6][C:7]([N:8]3[CH2:15][CH:14]4[CH:10]([CH2:11][N:12]([CH3:16])[CH2:13]4)[CH2:9]3)=[C:2]([NH:23][NH2:24])[N:3]=[C:4]2[CH:20]=1. The yield is 1.00.